This data is from Full USPTO retrosynthesis dataset with 1.9M reactions from patents (1976-2016). The task is: Predict the reactants needed to synthesize the given product. (1) Given the product [CH3:1][C:2]1([CH3:11])[C:10]2[C:5](=[CH:6][C:7]([S:12]([OH:15])(=[O:14])=[O:13])=[CH:8][CH:9]=2)[NH:4][CH2:3]1, predict the reactants needed to synthesize it. The reactants are: [CH3:1][C:2]1([CH3:11])[C:10]2[C:5](=[CH:6][CH:7]=[CH:8][CH:9]=2)[NH:4][CH2:3]1.[S:12](=O)(=[O:15])([OH:14])[OH:13]. (2) Given the product [CH3:1][C@H:2]1[CH2:6][CH2:5][N:4]([C:8]2[CH:13]=[CH:12][C:11]([N+:14]([O-:16])=[O:15])=[C:10]([C:17]([F:18])([F:20])[F:19])[CH:9]=2)[CH2:3]1, predict the reactants needed to synthesize it. The reactants are: [CH3:1][C@@H:2]1[CH2:6][CH2:5][NH:4][CH2:3]1.F[C:8]1[CH:13]=[CH:12][C:11]([N+:14]([O-:16])=[O:15])=[C:10]([C:17]([F:20])([F:19])[F:18])[CH:9]=1.CCN(CC)CC. (3) Given the product [CH3:20][S:21]([O:12][CH2:11][C:3]1[CH:4]=[CH:5][CH:6]=[C:7]([N+:8]([O-:10])=[O:9])[C:2]=1[CH3:1])(=[O:23])=[O:22], predict the reactants needed to synthesize it. The reactants are: [CH3:1][C:2]1[C:7]([N+:8]([O-:10])=[O:9])=[CH:6][CH:5]=[CH:4][C:3]=1[CH2:11][OH:12].CCN(CC)CC.[CH3:20][S:21](Cl)(=[O:23])=[O:22]. (4) Given the product [O:1]1[C:5]2[CH:6]=[CH:7][C:8]([C:10]3[C:14]([C:15]4[CH:20]=[CH:19][CH:18]=[C:17]([CH3:21])[N:16]=4)=[N:13][N:12]4[CH2:22][CH2:23][CH2:24][C:11]=34)=[CH:9][C:4]=2[CH:3]=[CH:2]1, predict the reactants needed to synthesize it. The reactants are: [O:1]1[C:5]2[CH:6]=[CH:7][C:8]([C:10]3[C:14]([C:15]4[CH:20]=[CH:19][CH:18]=[C:17]([CH3:21])[N:16]=4)=[N:13][N:12]4[CH2:22][CH2:23][CH2:24][C:11]=34)=[CH:9][C:4]=2[CH2:3][CH2:2]1.ClC1C(=O)C(C#N)=C(C#N)C(=O)C=1Cl. (5) Given the product [NH2:8][C:9]1[CH:10]=[N:11][N:12]([C:14]2[CH:19]=[CH:18][C:17]([C:20]3[N:25]=[N:24][C:23]([N:26]([CH3:37])[CH:27]4[CH2:32][C:31]([CH3:33])([CH3:34])[NH:30][C:29]([CH3:36])([CH3:35])[CH2:28]4)=[CH:22][CH:21]=3)=[C:16]([OH:38])[CH:15]=2)[CH:13]=1, predict the reactants needed to synthesize it. The reactants are: C1(S)C=CC=CC=1.[NH2:8][C:9]1[CH:10]=[N:11][N:12]([C:14]2[CH:19]=[CH:18][C:17]([C:20]3[N:25]=[N:24][C:23]([N:26]([CH3:37])[CH:27]4[CH2:32][C:31]([CH3:34])([CH3:33])[NH:30][C:29]([CH3:36])([CH3:35])[CH2:28]4)=[CH:22][CH:21]=3)=[C:16]([O:38]C)[CH:15]=2)[CH:13]=1.C([O-])([O-])=O.[K+].[K+]. (6) Given the product [CH2:1]([O:3][C:4]([C:6]1[C:7]([Cl:16])=[C:8]([C:11]2[S:12][CH:13]=[CH:14][CH:15]=2)[N:9]([CH2:24][C:25]([N:27]2[CH2:28][CH2:29][N:30]([C:33]3[CH:38]=[CH:37][C:36]([F:39])=[CH:35][CH:34]=3)[CH2:31][CH2:32]2)=[O:26])[N:10]=1)=[O:5])[CH3:2], predict the reactants needed to synthesize it. The reactants are: [CH2:1]([O:3][C:4]([C:6]1[C:7]([Cl:16])=[C:8]([C:11]2[S:12][CH:13]=[CH:14][CH:15]=2)[NH:9][N:10]=1)=[O:5])[CH3:2].C([O-])([O-])=O.[K+].[K+].Cl[CH2:24][C:25]([N:27]1[CH2:32][CH2:31][N:30]([C:33]2[CH:38]=[CH:37][C:36]([F:39])=[CH:35][CH:34]=2)[CH2:29][CH2:28]1)=[O:26].CN(C=O)C.